Dataset: Full USPTO retrosynthesis dataset with 1.9M reactions from patents (1976-2016). Task: Predict the reactants needed to synthesize the given product. (1) Given the product [C:13]([NH:18][C@H:19]([C:28]([O:30][CH3:31])=[O:29])[CH2:20][C:21]1[CH:26]=[CH:25][C:24]([O:12][CH2:11][CH2:10][C:7]2[CH:8]=[CH:9][C:4]([CH2:3][O:2][CH3:1])=[CH:5][CH:6]=2)=[CH:23][CH:22]=1)(=[O:17])[CH:14]([CH3:15])[CH3:16], predict the reactants needed to synthesize it. The reactants are: [CH3:1][O:2][CH2:3][C:4]1[CH:9]=[CH:8][C:7]([CH2:10][CH2:11][OH:12])=[CH:6][CH:5]=1.[C:13]([NH:18][C@H:19]([C:28]([O:30][CH3:31])=[O:29])[CH2:20][C:21]1[CH:26]=[CH:25][C:24](O)=[CH:23][CH:22]=1)(=[O:17])[CH:14]([CH3:16])[CH3:15].N(C(N1CCCCC1)=O)=NC(N1CCCCC1)=O.C1(P(C2C=CC=CC=2)C2C=CC=CC=2)C=CC=CC=1. (2) Given the product [C:11]1([CH2:10][N:9]([CH2:2][C:3]2[CH:8]=[CH:7][CH:6]=[CH:5][CH:4]=2)[C:17]2([C:23]#[N:24])[CH2:21][CH2:20][CH2:19][CH2:18]2)[CH:16]=[CH:15][CH:14]=[CH:13][CH:12]=1, predict the reactants needed to synthesize it. The reactants are: Cl.[CH2:2]([NH:9][CH2:10][C:11]1[CH:16]=[CH:15][CH:14]=[CH:13][CH:12]=1)[C:3]1[CH:8]=[CH:7][CH:6]=[CH:5][CH:4]=1.[C:17]1(=O)[CH2:21][CH2:20][CH2:19][CH2:18]1.[C-:23]#[N:24].[K+]. (3) Given the product [CH3:23][CH:24]([N:19]1[CH2:20][CH2:21][CH2:22][N:16]([C:14]([CH:12]2[CH2:13][N:10]([C:8]([C:5]3[CH:6]=[N:7][C:2]([CH3:1])=[CH:3][CH:4]=3)=[O:9])[CH2:11]2)=[O:15])[CH2:17][CH2:18]1)[CH3:26], predict the reactants needed to synthesize it. The reactants are: [CH3:1][C:2]1[N:7]=[CH:6][C:5]([C:8]([N:10]2[CH2:13][CH:12]([C:14]([N:16]3[CH2:22][CH2:21][CH2:20][NH:19][CH2:18][CH2:17]3)=[O:15])[CH2:11]2)=[O:9])=[CH:4][CH:3]=1.[CH3:23][C:24]([CH3:26])=O. (4) Given the product [NH:2]=[C:1]([C:3]1[CH:8]=[CH:7][CH:6]=[C:5]([NH:9][C:10]([NH:11][C:12]2[CH:17]=[CH:16][C:15]([S:18](=[O:20])(=[O:19])[NH:21][CH2:22][C:23]3[CH:28]=[CH:27][C:26]([S:29](=[O:32])(=[O:31])[NH2:30])=[CH:25][CH:24]=3)=[CH:14][CH:13]=2)=[O:33])[CH:4]=1)[N:37]1[CH2:36][CH2:35][N:34]([C:40]([O:42][CH2:43][CH3:44])=[O:41])[CH2:39][CH2:38]1, predict the reactants needed to synthesize it. The reactants are: [C:1]([C:3]1[CH:4]=[C:5]([NH:9][C:10](=[O:33])[NH:11][C:12]2[CH:17]=[CH:16][C:15]([S:18]([NH:21][CH2:22][C:23]3[CH:28]=[CH:27][C:26]([S:29](=[O:32])(=[O:31])[NH2:30])=[CH:25][CH:24]=3)(=[O:20])=[O:19])=[CH:14][CH:13]=2)[CH:6]=[CH:7][CH:8]=1)#[N:2].[N:34]1([C:40]([O:42][CH2:43][CH3:44])=[O:41])[CH2:39][CH2:38][NH:37][CH2:36][CH2:35]1. (5) Given the product [NH2:1][C@H:2]1[CH2:7][CH2:6][CH2:5][CH2:4][C@H:3]1[NH:8][C:9]1[N:14]=[C:13]([NH:41][C:40]2[CH:42]=[CH:43][C:37]([N:33]3[C:34]([CH3:36])=[CH:35][C:31]([CH3:30])=[N:32]3)=[CH:38][CH:39]=2)[C:12]([C:27]([NH2:29])=[O:28])=[CH:11][N:10]=1, predict the reactants needed to synthesize it. The reactants are: [NH2:1][C@H:2]1[CH2:7][CH2:6][CH2:5][CH2:4][C@H:3]1[NH:8][C:9]1[N:14]=[C:13](NC2C=CC(C3ON=CC=3)=CC=2)[C:12]([C:27]([NH2:29])=[O:28])=[CH:11][N:10]=1.[CH3:30][C:31]1[CH:35]=[C:34]([CH3:36])[N:33]([C:37]2[CH:43]=[CH:42][C:40]([NH2:41])=[CH:39][CH:38]=2)[N:32]=1. (6) Given the product [Cl:11][C:12]1[CH:17]=[C:16]([O:18][C:19]([F:21])([F:20])[F:22])[CH:15]=[CH:14][C:13]=1[S:23]([NH:1][C:2]1[CH:6]=[CH:5][S:4][C:3]=1[C:7]([O:9][CH3:10])=[O:8])(=[O:25])=[O:24], predict the reactants needed to synthesize it. The reactants are: [NH2:1][C:2]1[CH:6]=[CH:5][S:4][C:3]=1[C:7]([O:9][CH3:10])=[O:8].[Cl:11][C:12]1[CH:17]=[C:16]([O:18][C:19]([F:22])([F:21])[F:20])[CH:15]=[CH:14][C:13]=1[S:23](Cl)(=[O:25])=[O:24]. (7) Given the product [CH2:1]=[CH:2][CH3:3].[CH2:9]=[CH:10][CH2:11][CH2:12][CH2:13][CH2:14][CH2:15][CH3:16], predict the reactants needed to synthesize it. The reactants are: [CH2:1]=[CH:2][CH3:3].C=C.C=CC.[CH2:9]=[CH:10][CH2:11][CH2:12][CH2:13][CH2:14][CH2:15][CH3:16].C=C.C=CCCCCCC.B([O-])([O-])[O-].[H][H]. (8) Given the product [F:1][CH:2]([CH2:3][N:4]1[CH:8]=[C:7]([C:9](=[O:10])[NH:37][CH3:36])[N:6]=[N:5]1)[CH2:12][CH2:13][C:14]1[S:15][C:16]([C:19]([NH:20][CH2:21][C:22]2[CH:27]=[C:26]([C:28]([F:29])([F:30])[F:31])[CH:25]=[CH:24][N:23]=2)=[O:32])=[N:17][N:18]=1, predict the reactants needed to synthesize it. The reactants are: [F:1][CH:2]([CH2:12][CH2:13][C:14]1[S:15][C:16]([C:19](=[O:32])[NH:20][CH2:21][C:22]2[CH:27]=[C:26]([C:28]([F:31])([F:30])[F:29])[CH:25]=[CH:24][N:23]=2)=[N:17][N:18]=1)[CH2:3][N:4]1[CH:8]=[C:7]([C:9](O)=[O:10])[N:6]=[N:5]1.Cl.CN.[CH3:36][N:37](C(ON1N=NC2C=CC=NC1=2)=[N+](C)C)C.F[P-](F)(F)(F)(F)F.CCN(C(C)C)C(C)C. (9) Given the product [C:35]([NH:38][C:39]1[CH:49]=[CH:48][C:42]([C:43]([N:45]([CH3:47])[CH3:46])=[O:44])=[CH:41][C:40]=1[Br:33])(=[O:37])[CH3:36], predict the reactants needed to synthesize it. The reactants are: C(OC(N1C2C(=C(CN3C4C=CC=CC=4N(C4C=CC([Br:33])=CC=4)C3=N)C=CC=2)C=C1)=O)(C)(C)C.[C:35]([NH:38][C:39]1[CH:49]=[CH:48][C:42]([C:43]([N:45]([CH3:47])[CH3:46])=[O:44])=[CH:41][C:40]=1B1OC(C)(C)C(C)(C)O1)(=[O:37])[CH3:36]. (10) Given the product [C:22]1([CH:28]([C:33]2[CH:34]=[CH:35][CH:36]=[CH:37][CH:38]=2)[CH2:29][CH2:30][CH2:31][S:1][C:2]2[S:3][C:4]3[CH2:14][CH2:13][C:12]4[C:7](=[CH:8][CH:9]=[CH:10][C:11]=4[O:15][CH2:16][C:17]([OH:19])=[O:18])[C:5]=3[N:6]=2)[CH:27]=[CH:26][CH:25]=[CH:24][CH:23]=1, predict the reactants needed to synthesize it. The reactants are: [SH:1][C:2]1[S:3][C:4]2[CH2:14][CH2:13][C:12]3[C:7](=[CH:8][CH:9]=[CH:10][C:11]=3[O:15][CH2:16][C:17]([O:19]CC)=[O:18])[C:5]=2[N:6]=1.[C:22]1([CH:28]([C:33]2[CH:38]=[CH:37][CH:36]=[CH:35][CH:34]=2)[CH2:29][CH2:30][CH2:31]I)[CH:27]=[CH:26][CH:25]=[CH:24][CH:23]=1.